From a dataset of Peptide-MHC class I binding affinity with 185,985 pairs from IEDB/IMGT. Regression. Given a peptide amino acid sequence and an MHC pseudo amino acid sequence, predict their binding affinity value. This is MHC class I binding data. (1) The peptide sequence is STYAVRITW. The MHC is Mamu-B17 with pseudo-sequence Mamu-B17. The binding affinity (normalized) is 0.0866. (2) The peptide sequence is ADSLDFTQV. The MHC is HLA-B18:01 with pseudo-sequence HLA-B18:01. The binding affinity (normalized) is 0. (3) The peptide sequence is GEYAPFARL. The binding affinity (normalized) is 0.719. The MHC is BoLA-T2b with pseudo-sequence BoLA-T2b. (4) The peptide sequence is AQMVWIHGV. The MHC is HLA-A02:11 with pseudo-sequence HLA-A02:11. The binding affinity (normalized) is 1.00.